Dataset: Catalyst prediction with 721,799 reactions and 888 catalyst types from USPTO. Task: Predict which catalyst facilitates the given reaction. Reactant: [CH2:1]([C:8]1[C:16]2[O:15][CH2:14][C:13]([CH3:18])([CH3:17])[C:12]=2[CH:11]=[C:10](Br)[CH:9]=1)[C:2]1[CH:7]=[CH:6][CH:5]=[CH:4][CH:3]=1.C([Li])(C)(C)C.CCCCC.[B:30](OC)([O:33]C)[O:31]C. Product: [CH2:1]([C:8]1[C:16]2[O:15][CH2:14][C:13]([CH3:18])([CH3:17])[C:12]=2[CH:11]=[C:10]([B:30]([OH:33])[OH:31])[CH:9]=1)[C:2]1[CH:7]=[CH:6][CH:5]=[CH:4][CH:3]=1. The catalyst class is: 7.